This data is from Catalyst prediction with 721,799 reactions and 888 catalyst types from USPTO. The task is: Predict which catalyst facilitates the given reaction. (1) Reactant: [Cl:1][C:2]1[CH:9]=[C:6]([CH:7]=O)[C:5]([OH:10])=[CH:4][CH:3]=1.C([BH3-])#N.[Na+].[NH:15]=[C:16]1[N:20]([CH:21]2[CH2:26][CH2:25][NH:24][CH2:23][CH2:22]2)[C:19](=[O:27])[C:18]([C:36]2[CH:41]=[CH:40][C:39]([O:42][CH3:43])=[CH:38][CH:37]=2)([C:28]2[CH:33]=[CH:32][C:31]([O:34][CH3:35])=[CH:30][CH:29]=2)[NH:17]1. Product: [Cl:1][C:2]1[CH:3]=[CH:4][C:5]([OH:10])=[C:6]([CH:9]=1)[CH2:7][N:24]1[CH2:25][CH2:26][CH:21]([N:20]2[C:19](=[O:27])[C:18]([C:36]3[CH:37]=[CH:38][C:39]([O:42][CH3:43])=[CH:40][CH:41]=3)([C:28]3[CH:29]=[CH:30][C:31]([O:34][CH3:35])=[CH:32][CH:33]=3)[NH:17][C:16]2=[NH:15])[CH2:22][CH2:23]1. The catalyst class is: 8. (2) Reactant: I[C:2]1[CH:3]=[N:4][C:5]2[C:10]([C:11]=1[S:12][CH:13]1[CH2:17][CH2:16][O:15][CH:14]1[CH3:18])=[CH:9][CH:8]=[CH:7][CH:6]=2.[CH3:19][O:20][C:21]1[CH:26]=[CH:25][C:24](B(O)O)=[CH:23][CH:22]=1.C(=O)([O-])[O-].[Na+].[Na+]. The catalyst class is: 276. Product: [CH3:19][O:20][C:21]1[CH:26]=[CH:25][C:24]([C:2]2[CH:3]=[N:4][C:5]3[C:10]([C:11]=2[S:12][CH:13]2[CH2:17][CH2:16][O:15][CH:14]2[CH3:18])=[CH:9][CH:8]=[CH:7][CH:6]=3)=[CH:23][CH:22]=1. (3) Reactant: [CH3:1][C:2]1[CH:7]=[CH:6][N:5]=[CH:4][C:3]=1[C:8]#[C:9][Si](C)(C)C.C(=O)([O-])[O-].[K+].[K+].CCOCC. Product: [C:8]([C:3]1[CH:4]=[N:5][CH:6]=[CH:7][C:2]=1[CH3:1])#[CH:9]. The catalyst class is: 24. (4) Reactant: C(O[C:6]([N:8]1[CH2:13][CH:12]=[C:11]([C:14]2[NH:34][C:17]3[N:18]=[CH:19][N:20]=[C:21]([NH:22][C:23]4[CH:28]=[CH:27][CH:26]=[C:25](C5NC=CN=5)[CH:24]=4)[C:16]=3[CH:15]=2)[CH2:10][CH2:9]1)=[O:7])(C)(C)C.Cl.[CH2:36]([N:38]([CH2:41]C)CC)C.[C:43]([N:47]=C=O)([CH3:46])([CH3:45])[CH3:44].[N:50]#N. Product: [C:43]([NH:47][C:6]([N:8]1[CH2:13][CH:12]=[C:11]([C:14]2[NH:34][C:17]3[N:18]=[CH:19][N:20]=[C:21]([NH:22][C:23]4[CH:28]=[CH:27][C:26]5[N:50]=[CH:36][N:38]([CH3:41])[C:25]=5[CH:24]=4)[C:16]=3[CH:15]=2)[CH2:10][CH2:9]1)=[O:7])([CH3:44])([CH3:45])[CH3:46]. The catalyst class is: 5. (5) Reactant: [NH2:1][C:2]1[C:10]2[N:9]=[C:8]([CH3:11])[N:7]([CH2:12][O:13][CH2:14][C:15]3[CH:20]=[CH:19][CH:18]=[CH:17][CH:16]=3)[C:6]=2[CH:5]=[C:4]([Br:21])[CH:3]=1.[CH2:22]([C:24]1[CH:31]=[CH:30][CH:29]=[C:28]([CH3:32])[C:25]=1[CH2:26]Cl)[CH3:23].C(=O)([O-])[O-].[Na+].[Na+].[I-].[Na+]. Product: [CH2:14]([O:13][CH2:12][N:7]1[C:6]2[CH:5]=[C:4]([Br:21])[CH:3]=[C:2]([NH:1][CH2:26][C:25]3[C:28]([CH3:32])=[CH:29][CH:30]=[CH:31][C:24]=3[CH2:22][CH3:23])[C:10]=2[N:9]=[C:8]1[CH3:11])[C:15]1[CH:16]=[CH:17][CH:18]=[CH:19][CH:20]=1. The catalyst class is: 47. (6) Reactant: [C:1]1([S:7]([N:10]2[CH:14]=[CH:13][CH:12]=[CH:11]2)(=[O:9])=[O:8])[CH:6]=[CH:5][CH:4]=[CH:3][CH:2]=1.[C:15]1([CH3:24])[CH:20]=[CH:19][C:18]([C:21](Cl)=[O:22])=[CH:17][CH:16]=1. Product: [CH3:24][C:15]1[CH:20]=[CH:19][C:18]([C:21]([C:14]2[N:10]([S:7]([C:1]3[CH:2]=[CH:3][CH:4]=[CH:5][CH:6]=3)(=[O:9])=[O:8])[CH:11]=[CH:12][CH:13]=2)=[O:22])=[CH:17][CH:16]=1. The catalyst class is: 4. (7) Reactant: N#N.[Si]([O:10][CH2:11][C:12]1[O:13][CH:14]=[C:15]([C:17]2([CH3:22])[O:21][CH2:20][CH2:19][O:18]2)[N:16]=1)(C(C)(C)C)(C)C.CCCC[N+](CCCC)(CCCC)CCCC.[F-].[NH4+].[Cl-]. Product: [CH3:22][C:17]1([C:15]2[N:16]=[C:12]([CH2:11][OH:10])[O:13][CH:14]=2)[O:21][CH2:20][CH2:19][O:18]1. The catalyst class is: 1. (8) Reactant: [Cl:1][C:2]1[N:10]=[C:9]2[C:5]([N:6]=[CH:7][N:8]2[CH:11]2[CH2:16][CH2:15][CH2:14][CH2:13][O:12]2)=[C:4](Cl)[N:3]=1.O.[NH2:19][NH2:20]. Product: [Cl:1][C:2]1[N:10]=[C:9]2[C:5]([N:6]=[CH:7][N:8]2[CH:11]2[CH2:16][CH2:15][CH2:14][CH2:13][O:12]2)=[C:4]([NH:19][NH2:20])[N:3]=1. The catalyst class is: 51.